Dataset: NCI-60 drug combinations with 297,098 pairs across 59 cell lines. Task: Regression. Given two drug SMILES strings and cell line genomic features, predict the synergy score measuring deviation from expected non-interaction effect. (1) Drug 1: C1CCC(C1)C(CC#N)N2C=C(C=N2)C3=C4C=CNC4=NC=N3. Drug 2: CC12CCC(CC1=CCC3C2CCC4(C3CC=C4C5=CN=CC=C5)C)O. Cell line: HCT116. Synergy scores: CSS=6.47, Synergy_ZIP=-1.84, Synergy_Bliss=0.553, Synergy_Loewe=-1.86, Synergy_HSA=-1.88. (2) Drug 1: C1=CN(C(=O)N=C1N)C2C(C(C(O2)CO)O)O.Cl. Drug 2: CC1=C2C(C(=O)C3(C(CC4C(C3C(C(C2(C)C)(CC1OC(=O)C(C(C5=CC=CC=C5)NC(=O)C6=CC=CC=C6)O)O)OC(=O)C7=CC=CC=C7)(CO4)OC(=O)C)O)C)OC(=O)C. Cell line: SK-OV-3. Synergy scores: CSS=10.3, Synergy_ZIP=-9.03, Synergy_Bliss=-5.18, Synergy_Loewe=-5.41, Synergy_HSA=-2.99. (3) Drug 1: CNC(=O)C1=NC=CC(=C1)OC2=CC=C(C=C2)NC(=O)NC3=CC(=C(C=C3)Cl)C(F)(F)F. Drug 2: CC1CCCC2(C(O2)CC(NC(=O)CC(C(C(=O)C(C1O)C)(C)C)O)C(=CC3=CSC(=N3)C)C)C. Cell line: RPMI-8226. Synergy scores: CSS=67.1, Synergy_ZIP=7.87, Synergy_Bliss=6.88, Synergy_Loewe=-15.2, Synergy_HSA=6.71. (4) Drug 1: CC(CN1CC(=O)NC(=O)C1)N2CC(=O)NC(=O)C2. Drug 2: C1C(C(OC1N2C=NC3=C(N=C(N=C32)Cl)N)CO)O. Cell line: OVCAR-5. Synergy scores: CSS=18.7, Synergy_ZIP=-6.23, Synergy_Bliss=-1.20, Synergy_Loewe=-3.07, Synergy_HSA=-0.360. (5) Drug 1: COC1=C(C=C2C(=C1)N=CN=C2NC3=CC(=C(C=C3)F)Cl)OCCCN4CCOCC4. Drug 2: CN1C(=O)N2C=NC(=C2N=N1)C(=O)N. Cell line: A498. Synergy scores: CSS=24.3, Synergy_ZIP=-2.32, Synergy_Bliss=0.00822, Synergy_Loewe=-13.1, Synergy_HSA=-1.79. (6) Drug 1: CC1C(C(CC(O1)OC2CC(OC(C2O)C)OC3=CC4=CC5=C(C(=O)C(C(C5)C(C(=O)C(C(C)O)O)OC)OC6CC(C(C(O6)C)O)OC7CC(C(C(O7)C)O)OC8CC(C(C(O8)C)O)(C)O)C(=C4C(=C3C)O)O)O)O. Drug 2: CCC1(C2=C(COC1=O)C(=O)N3CC4=CC5=C(C=CC(=C5CN(C)C)O)N=C4C3=C2)O.Cl. Cell line: COLO 205. Synergy scores: CSS=59.2, Synergy_ZIP=-0.868, Synergy_Bliss=-1.78, Synergy_Loewe=-2.17, Synergy_HSA=2.76. (7) Drug 1: CS(=O)(=O)C1=CC(=C(C=C1)C(=O)NC2=CC(=C(C=C2)Cl)C3=CC=CC=N3)Cl. Drug 2: C1CC(C1)(C(=O)O)C(=O)O.[NH2-].[NH2-].[Pt+2]. Cell line: SW-620. Synergy scores: CSS=26.9, Synergy_ZIP=-4.77, Synergy_Bliss=0.607, Synergy_Loewe=-2.07, Synergy_HSA=-1.54. (8) Drug 1: CN(C)N=NC1=C(NC=N1)C(=O)N. Drug 2: CNC(=O)C1=NC=CC(=C1)OC2=CC=C(C=C2)NC(=O)NC3=CC(=C(C=C3)Cl)C(F)(F)F. Cell line: SNB-75. Synergy scores: CSS=-1.19, Synergy_ZIP=-2.34, Synergy_Bliss=-4.27, Synergy_Loewe=-11.9, Synergy_HSA=-7.05.